Task: Predict the reaction yield, written as a fraction of the theoretical maximum amount of product (1.0 means a 100% yield; for example, 0.34 means a 34% yield).. Dataset: Reaction yield outcomes from USPTO patents with 853,638 reactions (1) The reactants are [CH3:1][O:2][C:3]1[CH:10]=[CH:9][C:8]([C:11]2[C:19]3[C:14](=[N:15][CH:16]=[CH:17][CH:18]=3)[N:13](S(C3C=CC(C)=CC=3)(=O)=O)[CH:12]=2)=[CH:7][C:4]=1[C:5]#[N:6].[OH-].[Na+].O. The catalyst is O1CCOCC1. The product is [CH3:1][O:2][C:3]1[CH:10]=[CH:9][C:8]([C:11]2[C:19]3[C:14](=[N:15][CH:16]=[CH:17][CH:18]=3)[NH:13][CH:12]=2)=[CH:7][C:4]=1[C:5]#[N:6]. The yield is 0.450. (2) The reactants are [Cl:1][C:2]1[C:7]2[O:8][CH2:9][O:10][C:6]=2[CH:5]=[C:4]([CH2:11][C@H:12]([NH:20][C:21](=[O:27])[O:22][C:23]([CH3:26])([CH3:25])[CH3:24])[C:13](=[O:19])[C:14]2[S:15][CH:16]=[CH:17][N:18]=2)[CH:3]=1.[H-].C(O[Al](OC(C)(C)C)OC(C)(C)C)(C)(C)C.[Li+].C1COCC1. The catalyst is CCO. The product is [Cl:1][C:2]1[C:7]2[O:8][CH2:9][O:10][C:6]=2[CH:5]=[C:4]([CH2:11][C@H:12]([NH:20][C:21](=[O:27])[O:22][C:23]([CH3:25])([CH3:24])[CH3:26])[C@H:13]([OH:19])[C:14]2[S:15][CH:16]=[CH:17][N:18]=2)[CH:3]=1. The yield is 0.770. (3) The reactants are [CH3:1][O:2][C:3](=[O:25])[C@H:4]([NH:14][C:15]([O:17][CH2:18][C:19]1[CH:24]=[CH:23][CH:22]=[CH:21][CH:20]=1)=[O:16])[CH2:5][C:6]1[CH:11]=[CH:10][C:9]([NH2:12])=[C:8]([NH2:13])[CH:7]=1.[C:26](O)(=O)[CH3:27].O.C(=O)(O)[O-].[Na+]. The catalyst is C(O)(=O)C. The product is [CH3:1][O:2][C:3](=[O:25])[C@H:4]([NH:14][C:15]([O:17][CH2:18][C:19]1[CH:24]=[CH:23][CH:22]=[CH:21][CH:20]=1)=[O:16])[CH2:5][C:6]1[CH:11]=[CH:10][C:9]2[NH:12][C:26]([CH3:27])=[N:13][C:8]=2[CH:7]=1. The yield is 0.950. (4) The reactants are [CH3:1][C:2]1[NH:3][C:4]([C:12]2[CH:17]=[CH:16][CH:15]=[CH:14][CH:13]=2)=[CH:5][C:6]=1[C:7]([O:9][CH2:10][CH3:11])=[O:8].[H-].[Na+].[F:20][C:21]1[CH:26]=[CH:25][C:24]([S:27](Cl)(=[O:29])=[O:28])=[CH:23][CH:22]=1. No catalyst specified. The product is [F:20][C:21]1[CH:26]=[CH:25][C:24]([S:27]([N:3]2[C:4]([C:12]3[CH:17]=[CH:16][CH:15]=[CH:14][CH:13]=3)=[CH:5][C:6]([C:7]([O:9][CH2:10][CH3:11])=[O:8])=[C:2]2[CH3:1])(=[O:29])=[O:28])=[CH:23][CH:22]=1. The yield is 0.320. (5) The reactants are [CH3:1][C@H:2]1[CH2:6][CH2:5][CH2:4][N:3]1[C:7]([C:9]1[N:17]2[C:12]([CH2:13][O:14][CH2:15][CH2:16]2)=[C:11]([C:18](O)=[O:19])[CH:10]=1)=[O:8].ON1C2C=CC=CC=2N=N1.Cl.C(N=C=NCCCN(C)C)C.Cl.[NH2:44][C@@H:45]([C:48]1[CH:55]=[CH:54][C:51]([C:52]#[N:53])=[C:50]([Cl:56])[CH:49]=1)[CH2:46][CH3:47].C(N(CC)CC)C. The catalyst is CN(C)C=O. The product is [Cl:56][C:50]1[CH:49]=[C:48]([C@H:45]([NH:44][C:18]([C:11]2[CH:10]=[C:9]([C:7]([N:3]3[CH2:4][CH2:5][CH2:6][C@@H:2]3[CH3:1])=[O:8])[N:17]3[CH2:16][CH2:15][O:14][CH2:13][C:12]=23)=[O:19])[CH2:46][CH3:47])[CH:55]=[CH:54][C:51]=1[C:52]#[N:53]. The yield is 0.670.